This data is from Peptide-MHC class II binding affinity with 134,281 pairs from IEDB. The task is: Regression. Given a peptide amino acid sequence and an MHC pseudo amino acid sequence, predict their binding affinity value. This is MHC class II binding data. (1) The peptide sequence is CRTFFLTQGALLNDKHSNGTVK. The MHC is DRB1_0301 with pseudo-sequence DRB1_0301. The binding affinity (normalized) is 0.000538. (2) The peptide sequence is TFWMGSHEVNGTWMI. The MHC is DRB3_0301 with pseudo-sequence DRB3_0301. The binding affinity (normalized) is 0.334.